Dataset: CYP2D6 inhibition data for predicting drug metabolism from PubChem BioAssay. Task: Regression/Classification. Given a drug SMILES string, predict its absorption, distribution, metabolism, or excretion properties. Task type varies by dataset: regression for continuous measurements (e.g., permeability, clearance, half-life) or binary classification for categorical outcomes (e.g., BBB penetration, CYP inhibition). Dataset: cyp2d6_veith. The compound is COc1ccccc1OC[C@H](O)COC(N)=O. The result is 0 (non-inhibitor).